This data is from Full USPTO retrosynthesis dataset with 1.9M reactions from patents (1976-2016). The task is: Predict the reactants needed to synthesize the given product. (1) Given the product [C:27]([O:26][C:24](=[O:25])[CH2:23][O:3][CH2:4][C:5]1[CH:21]=[CH:20][C:8]([O:9][C:10]2[CH:19]=[CH:18][C:13]([C:14]([O:16][CH3:17])=[O:15])=[CH:12][CH:11]=2)=[CH:7][CH:6]=1)([CH3:30])([CH3:29])[CH3:28], predict the reactants needed to synthesize it. The reactants are: [OH-].[Na+].[OH:3][CH2:4][C:5]1[CH:21]=[CH:20][C:8]([O:9][C:10]2[CH:19]=[CH:18][C:13]([C:14]([O:16][CH3:17])=[O:15])=[CH:12][CH:11]=2)=[CH:7][CH:6]=1.Br[CH2:23][C:24]([O:26][C:27]([CH3:30])([CH3:29])[CH3:28])=[O:25]. (2) Given the product [C:9]([O:13][C:14](=[O:21])[NH:15][CH2:16][CH2:17][CH2:18][CH2:19][NH:20][CH2:7][C:3]1[N:2]([CH3:1])[CH:6]=[CH:5][N:4]=1)([CH3:12])([CH3:10])[CH3:11], predict the reactants needed to synthesize it. The reactants are: [CH3:1][N:2]1[CH:6]=[CH:5][N:4]=[C:3]1[CH:7]=O.[C:9]([O:13][C:14](=[O:21])[NH:15][CH2:16][CH2:17][CH2:18][CH2:19][NH2:20])([CH3:12])([CH3:11])[CH3:10]. (3) The reactants are: Br[C:2]1[CH:3]=[CH:4][C:5]2[C:11]3[S:12][C:13]([C:15]([N:17]([C:19]4[CH:24]=[C:23]([C:25](=[O:31])[NH:26][CH2:27][C@@H:28]([OH:30])[CH3:29])[CH:22]=[CH:21][C:20]=4[Cl:32])[CH3:18])=[O:16])=[CH:14][C:10]=3[CH2:9][CH2:8][O:7][C:6]=2[CH:33]=1.CC1(C)C2[C:56](=C(P(C3C=CC=CC=3)C3C=CC=CC=3)C=CC=2)[O:55]C2C(P(C3C=CC=CC=3)C3C=CC=CC=3)=CC=CC1=2.[CH3:76][NH2:77].Cl.C([O-])([O-])=O.[Na+].[Na+]. Given the product [Cl:32][C:20]1[CH:21]=[CH:22][C:23]([C:25](=[O:31])[NH:26][CH2:27][C@@H:28]([OH:30])[CH3:29])=[CH:24][C:19]=1[N:17]([CH3:18])[C:15]([C:13]1[S:12][C:11]2[C:5]3[CH:4]=[CH:3][C:2]([C:56]([NH:77][CH3:76])=[O:55])=[CH:33][C:6]=3[O:7][CH2:8][CH2:9][C:10]=2[CH:14]=1)=[O:16], predict the reactants needed to synthesize it. (4) Given the product [CH3:3][N:2]([CH2:4][CH:5]1[C:10]([OH:19])([C:11]2[CH:16]=[C:15]([O:17][CH3:18])[CH:14]=[CH:13][CH:12]=2)[CH2:9][CH2:8][CH2:7][CH2:6]1)[CH3:1], predict the reactants needed to synthesize it. The reactants are: [CH3:1][N:2]([CH2:4][CH:5]1[C:10]([OH:19])([C:11]2[CH:16]=[C:15]([O:17][CH3:18])[CH:14]=[CH:13][CH:12]=2)[CH2:9][CH2:8][CH2:7][CH2:6]1)[CH3:3].Cl.C([O-])(=O)CCCCCCCCCCCCCCCCC.[Mg+2].C([O-])(=O)CCCCCCCCCCCCCCCCC.[Si](=O)=O. (5) Given the product [Cl:30][C:25]1[CH:24]=[C:23]2[C:28](=[CH:27][C:26]=1[Cl:29])[N:20]([S:17]([C:15]1[CH:14]=[CH:13][C:12]([O:34][CH3:35])=[C:11]([N:8]3[CH2:7][CH2:6][NH:5][CH2:10][CH2:9]3)[CH:16]=1)(=[O:18])=[O:19])[CH:21]=[C:22]2[CH:31]([F:32])[F:33], predict the reactants needed to synthesize it. The reactants are: ClC(Cl)(Cl)C([N:5]1[CH2:10][CH2:9][N:8]([C:11]2[CH:16]=[C:15]([S:17]([N:20]3[C:28]4[C:23](=[CH:24][C:25]([Cl:30])=[C:26]([Cl:29])[CH:27]=4)[C:22]([CH:31]([F:33])[F:32])=[CH:21]3)(=[O:19])=[O:18])[CH:14]=[CH:13][C:12]=2[O:34][CH3:35])[CH2:7][CH2:6]1)=O.[OH-].[K+]. (6) Given the product [C:1]([O:5][C:6]([N:8]1[CH2:9][CH2:10][CH:11]([C:14]2[C:15]([CH3:21])=[N:16][C:17]([NH2:20])=[CH:18][CH:19]=2)[CH2:12][CH2:13]1)=[O:7])([CH3:4])([CH3:3])[CH3:2], predict the reactants needed to synthesize it. The reactants are: [C:1]([O:5][C:6]([N:8]1[CH2:13][CH:12]=[C:11]([C:14]2[C:15]([CH3:21])=[N:16][C:17]([NH2:20])=[CH:18][CH:19]=2)[CH2:10][CH2:9]1)=[O:7])([CH3:4])([CH3:3])[CH3:2]. (7) Given the product [CH3:1][O:2][CH2:3][C:4]1[N:5]=[C:6]([NH:9][C:10]([C:12]2[C:17]([NH:18][C:21]3[CH:26]=[C:25]([F:27])[CH:24]=[C:23]([F:28])[CH:22]=3)=[CH:16][CH:15]=[C:14]([CH3:19])[N:13]=2)=[O:11])[S:7][CH:8]=1, predict the reactants needed to synthesize it. The reactants are: [CH3:1][O:2][CH2:3][C:4]1[N:5]=[C:6]([NH:9][C:10]([C:12]2[C:17]([NH2:18])=[CH:16][CH:15]=[C:14]([CH3:19])[N:13]=2)=[O:11])[S:7][CH:8]=1.Br[C:21]1[CH:26]=[C:25]([F:27])[CH:24]=[C:23]([F:28])[CH:22]=1. (8) Given the product [O:22]1[C:26]2[CH:27]=[CH:28][C:29]([CH2:31][N:18]3[CH2:19][CH2:20][CH:15]([NH:14][C:12]([C:8]4[O:9][C:10]5[C:5]([C:6](=[O:21])[CH:7]=4)=[CH:4][CH:3]=[C:2]([F:1])[CH:11]=5)=[O:13])[CH2:16][CH2:17]3)=[CH:30][C:25]=2[CH:24]=[CH:23]1, predict the reactants needed to synthesize it. The reactants are: [F:1][C:2]1[CH:11]=[C:10]2[C:5]([C:6](=[O:21])[CH:7]=[C:8]([C:12]([NH:14][CH:15]3[CH2:20][CH2:19][NH:18][CH2:17][CH2:16]3)=[O:13])[O:9]2)=[CH:4][CH:3]=1.[O:22]1[C:26]2[CH:27]=[CH:28][C:29]([CH:31]=O)=[CH:30][C:25]=2[CH:24]=[CH:23]1.[BH-](OC(C)=O)(OC(C)=O)OC(C)=O.[Na+]. (9) Given the product [F:1][C:2]1[CH:7]=[CH:6][CH:5]=[C:4]([F:8])[C:3]=1[N:9]1[C:14]2[N:15]=[C:16]([N:40]([CH2:39][CH2:38][N:37]([CH3:42])[CH3:36])[CH3:41])[N:17]=[C:18]([C:19]3[CH:20]=[C:21]([CH:25]=[CH:26][C:27]=3[CH3:28])[C:22]([NH:35][CH:33]([CH3:34])[CH3:32])=[O:23])[C:13]=2[CH:12]=[CH:11][C:10]1=[O:31], predict the reactants needed to synthesize it. The reactants are: [F:1][C:2]1[CH:7]=[CH:6][CH:5]=[C:4]([F:8])[C:3]=1[N:9]1[C:14]2[N:15]=[C:16](SC)[N:17]=[C:18]([C:19]3[CH:20]=[C:21]([CH:25]=[CH:26][C:27]=3[CH3:28])[C:22](O)=[O:23])[C:13]=2[CH:12]=[CH:11][C:10]1=[O:31].[CH3:32][CH:33]([NH2:35])[CH3:34].[CH3:36][N:37]([CH3:42])[CH2:38][CH2:39][NH:40][CH3:41]. (10) Given the product [Cl:1][C:2]1[CH:3]=[C:4]2[C:9](=[CH:10][CH:11]=1)[CH:8]=[C:7]([S:12]([N:15]([CH2:46][C:45]([O:44][CH2:37][C:38]1[CH:43]=[CH:42][CH:41]=[CH:40][CH:39]=1)=[O:48])[C@H:16]1[CH2:20][CH2:19][N:18]([C@@H:21]([CH3:29])[C:22]([O:24][C:25]([CH3:26])([CH3:28])[CH3:27])=[O:23])[C:17]1=[O:30])(=[O:13])=[O:14])[CH:6]=[CH:5]2, predict the reactants needed to synthesize it. The reactants are: [Cl:1][C:2]1[CH:3]=[C:4]2[C:9](=[CH:10][CH:11]=1)[CH:8]=[C:7]([S:12]([NH:15][C@H:16]1[CH2:20][CH2:19][N:18]([C@@H:21]([CH3:29])[C:22]([O:24][C:25]([CH3:28])([CH3:27])[CH3:26])=[O:23])[C:17]1=[O:30])(=[O:14])=[O:13])[CH:6]=[CH:5]2.C(=O)([O-])[O-].[K+].[K+].[CH2:37]([O:44][C:45](=[O:48])[CH2:46]Br)[C:38]1[CH:43]=[CH:42][CH:41]=[CH:40][CH:39]=1.